Dataset: Catalyst prediction with 721,799 reactions and 888 catalyst types from USPTO. Task: Predict which catalyst facilitates the given reaction. (1) Reactant: [N:1]1[C:5]2[CH:6]=[CH:7][CH:8]=[CH:9][C:4]=2[NH:3][C:2]=1[CH2:10][C:11]#[N:12].[C:13]([O:21][CH2:22][C:23](=O)[CH:24]([C:30]1[CH:35]=[CH:34][CH:33]=[CH:32][CH:31]=1)[C:25](OCC)=[O:26])(=[O:20])[C:14]1[CH:19]=[CH:18][CH:17]=[CH:16][CH:15]=1.C([O-])(=O)C.[NH4+].O. Product: [C:13]([O:21][CH2:22][C:23]1[C:24]([C:30]2[CH:35]=[CH:34][CH:33]=[CH:32][CH:31]=2)=[C:25]([OH:26])[N:3]2[C:2](=[N:1][C:5]3[CH:6]=[CH:7][CH:8]=[CH:9][C:4]=32)[C:10]=1[C:11]#[N:12])(=[O:20])[C:14]1[CH:15]=[CH:16][CH:17]=[CH:18][CH:19]=1. The catalyst class is: 10. (2) Reactant: [N:1]1([CH2:6][CH2:7][C:8]([OH:10])=[O:9])[CH2:5][CH2:4][CH2:3][CH2:2]1.C1(N=C=NC2CCCCC2)CCCCC1.[CH3:26][O:27][C:28]([N:30]1[C@@H:38]2[C@@H:33]([C@@:34](O)([C:39]#[C:40][C:41]3[CH:42]=[C:43]([CH3:47])[CH:44]=[CH:45][CH:46]=3)[CH2:35][CH2:36][CH2:37]2)[CH2:32][CH2:31]1)=[O:29]. Product: [CH3:26][O:27][C:28]([N:30]1[C@H:38]2[C@H:33]([C@:34]([O:9][C:8](=[O:10])[CH2:7][CH2:6][N:1]3[CH2:5][CH2:4][CH2:3][CH2:2]3)([C:39]#[C:40][C:41]3[CH:42]=[C:43]([CH3:47])[CH:44]=[CH:45][CH:46]=3)[CH2:35][CH2:36][CH2:37]2)[CH2:32][CH2:31]1)=[O:29]. The catalyst class is: 112. (3) Reactant: [CH3:1][O:2][C:3]1[CH:4]=[C:5]([CH:22]=[CH:23][C:24]=1[O:25][CH3:26])[C:6]([NH:8][C:9]1[C:18]2[C:13](=[CH:14][CH:15]=[CH:16][CH:17]=2)[C:12]([C:19](O)=[O:20])=[CH:11][CH:10]=1)=[O:7].S(Cl)([Cl:29])=O. Product: [CH3:1][O:2][C:3]1[CH:4]=[C:5]([CH:22]=[CH:23][C:24]=1[O:25][CH3:26])[C:6]([NH:8][C:9]1[C:18]2[C:13](=[CH:14][CH:15]=[CH:16][CH:17]=2)[C:12]([C:19]([Cl:29])=[O:20])=[CH:11][CH:10]=1)=[O:7]. The catalyst class is: 11. (4) Reactant: C(=O)([O-])[O-].[Cs+].[Cs+].Cl[C:8]1[N:9]=[C:10]2[C:16]([C:17]3[CH:22]=[CH:21][CH:20]=[CH:19][CH:18]=3)=[C:15]([C:23]3[CH:28]=[CH:27][C:26]([C:29]4([NH:33][C:34](=[O:40])[O:35][C:36]([CH3:39])([CH3:38])[CH3:37])[CH2:32][CH2:31][CH2:30]4)=[CH:25][CH:24]=3)[O:14][C:11]2=[N:12][CH:13]=1.[C:41]([NH:44][C:45]1[CH:46]=[C:47](B(O)O)[CH:48]=[CH:49][CH:50]=1)(=[O:43])[CH3:42]. Product: [C:41]([NH:44][C:45]1[CH:50]=[C:49]([C:8]2[N:9]=[C:10]3[C:16]([C:17]4[CH:22]=[CH:21][CH:20]=[CH:19][CH:18]=4)=[C:15]([C:23]4[CH:24]=[CH:25][C:26]([C:29]5([NH:33][C:34](=[O:40])[O:35][C:36]([CH3:37])([CH3:38])[CH3:39])[CH2:32][CH2:31][CH2:30]5)=[CH:27][CH:28]=4)[O:14][C:11]3=[N:12][CH:13]=2)[CH:48]=[CH:47][CH:46]=1)(=[O:43])[CH3:42]. The catalyst class is: 127. (5) Reactant: [Cl:1][C:2]1[CH:7]=[C:6]([F:8])[CH:5]=[C:4]([Cl:9])[C:3]=1[N:10](COCC[Si](C)(C)C)[C:11]1[C:20]2[CH:19]=[CH:18][N:17](COCC[Si](C)(C)C)[C:16](=[O:29])[C:15]=2[C:14]2[CH:30]=[C:31]([N:34]3[CH2:39][CH2:38][O:37][CH2:36][CH2:35]3)[CH:32]=[CH:33][C:13]=2[N:12]=1.C(O)(C(F)(F)F)=O. Product: [Cl:1][C:2]1[CH:7]=[C:6]([F:8])[CH:5]=[C:4]([Cl:9])[C:3]=1[NH:10][C:11]1[C:20]2[CH:19]=[CH:18][NH:17][C:16](=[O:29])[C:15]=2[C:14]2[CH:30]=[C:31]([N:34]3[CH2:39][CH2:38][O:37][CH2:36][CH2:35]3)[CH:32]=[CH:33][C:13]=2[N:12]=1. The catalyst class is: 4. (6) Reactant: [C:1]([O:5][C:6]([N:8]1[CH2:13][CH2:12][C:11](=[C:14](Br)[C:15]2[CH:20]=[CH:19][C:18]([C:21](=[O:27])[N:22]([CH2:25][CH3:26])[CH2:23][CH3:24])=[CH:17][CH:16]=2)[CH2:10][CH2:9]1)=[O:7])([CH3:4])([CH3:3])[CH3:2].C1(C)C=CC=CC=1.[OH:36][C:37]1[CH:38]=[C:39](B(O)O)[CH:40]=[CH:41][CH:42]=1.C(=O)([O-])[O-].[Na+].[Na+]. Product: [CH2:23]([N:22]([CH2:25][CH3:26])[C:21]([C:18]1[CH:19]=[CH:20][C:15]([C:14]([C:41]2[CH:40]=[CH:39][CH:38]=[C:37]([OH:36])[CH:42]=2)=[C:11]2[CH2:12][CH2:13][N:8]([C:6]([O:5][C:1]([CH3:4])([CH3:3])[CH3:2])=[O:7])[CH2:9][CH2:10]2)=[CH:16][CH:17]=1)=[O:27])[CH3:24]. The catalyst class is: 8. (7) Reactant: FC(F)(F)C(O)=O.[Cl:8][C:9]1[CH:14]=[C:13]([Cl:15])[CH:12]=[CH:11][C:10]=1[C:16]1[N:21]=[C:20]([NH:22][CH2:23][CH2:24][NH2:25])[N:19]2[CH:26]=[CH:27][N:28]=[C:18]2[CH:17]=1.F[C:30]1[CH:35]=[CH:34][C:33]([C:36]([F:39])([F:38])[F:37])=[CH:32][N:31]=1.C(=O)(O)[O-].[K+]. Product: [Cl:8][C:9]1[CH:14]=[C:13]([Cl:15])[CH:12]=[CH:11][C:10]=1[C:16]1[N:21]=[C:20]([NH:22][CH2:23][CH2:24][NH:25][C:30]2[CH:35]=[CH:34][C:33]([C:36]([F:39])([F:38])[F:37])=[CH:32][N:31]=2)[N:19]2[CH:26]=[CH:27][N:28]=[C:18]2[CH:17]=1. The catalyst class is: 16.